Task: Predict the reaction yield, written as a fraction of the theoretical maximum amount of product (1.0 means a 100% yield; for example, 0.34 means a 34% yield).. Dataset: Reaction yield outcomes from USPTO patents with 853,638 reactions The yield is 0.990. No catalyst specified. The reactants are C([O:3][C:4](=[O:40])[CH2:5][N:6]([S:32]([N:35]([CH3:39])[CH2:36][C:37]#[CH:38])(=[O:34])=[O:33])[CH2:7][C:8]1[CH:13]=[CH:12][CH:11]=[C:10]([O:14][CH2:15][C:16]2[N:17]=[C:18]([C:22]3[CH:27]=[CH:26][C:25]([C:28]([F:31])([F:30])[F:29])=[CH:24][CH:23]=3)[O:19][C:20]=2[CH3:21])[CH:9]=1)C.O.[OH-].[Li+]. The product is [CH3:39][N:35]([S:32]([N:6]([CH2:5][C:4]([OH:40])=[O:3])[CH2:7][C:8]1[CH:13]=[CH:12][CH:11]=[C:10]([O:14][CH2:15][C:16]2[N:17]=[C:18]([C:22]3[CH:23]=[CH:24][C:25]([C:28]([F:29])([F:31])[F:30])=[CH:26][CH:27]=3)[O:19][C:20]=2[CH3:21])[CH:9]=1)(=[O:33])=[O:34])[CH2:36][C:37]#[CH:38].